From a dataset of Full USPTO retrosynthesis dataset with 1.9M reactions from patents (1976-2016). Predict the reactants needed to synthesize the given product. (1) Given the product [N:7]1[CH:8]=[CH:9][CH:10]=[CH:11][C:6]=1[C:5]1[O:1][C:2]([C:17](=[O:25])[CH2:18][CH2:19][CH2:20][CH2:21][CH2:22][CH2:23][CH3:24])=[N:3][CH:4]=1, predict the reactants needed to synthesize it. The reactants are: [O:1]1[C:5]([C:6]2[CH:11]=[CH:10][CH:9]=[CH:8][N:7]=2)=[CH:4][N:3]=[CH:2]1.[Li]CCCC.[C:17](O)(=[O:25])[CH2:18][CH2:19][CH2:20][CH2:21][CH2:22][CH2:23][CH3:24].C(Cl)(=O)C(Cl)=O. (2) The reactants are: [Cl:1][C:2]1[C:7]([F:8])=[CH:6][CH:5]=[C:4]([Cl:9])[C:3]=1[C@@H:10]([O:12][C:13]1[C:14]([NH2:19])=[N:15][CH:16]=[CH:17][CH:18]=1)[CH3:11].C1C(=O)N([Br:27])C(=O)C1.OS([O-])=O.[Na+]. Given the product [Br:27][C:17]1[CH:18]=[C:13]([O:12][C@H:10]([C:3]2[C:4]([Cl:9])=[CH:5][CH:6]=[C:7]([F:8])[C:2]=2[Cl:1])[CH3:11])[C:14]([NH2:19])=[N:15][CH:16]=1, predict the reactants needed to synthesize it. (3) Given the product [C:17]1(/[CH:16]=[CH:15]/[CH:14]=[C:11]2[CH2:10][CH2:9][N:8]([C:6]3[C:29]([C:30]#[N:31])=[CH:28][CH:25]=[CH:26][N:27]=3)[CH2:13][CH2:12]2)[CH:18]=[CH:19][CH:20]=[CH:21][CH:22]=1, predict the reactants needed to synthesize it. The reactants are: C(O[C:6]([N:8]1[CH2:13][CH2:12][C:11](=[CH:14]/[CH:15]=[CH:16]/[C:17]2[CH:22]=[CH:21][CH:20]=[CH:19][CH:18]=2)[CH2:10][CH2:9]1)=O)(C)(C)C.ClC1[N:31]=[CH:30][CH:29]=[CH:28][C:25]=1[C:26]#[N:27]. (4) Given the product [CH2:1]([S:8][C:9]1[CH:17]=[CH:16][CH:15]=[CH:14][C:10]=1[CH2:11][OH:12])[C:2]1[CH:3]=[CH:4][CH:5]=[CH:6][CH:7]=1, predict the reactants needed to synthesize it. The reactants are: [CH2:1]([S:8][C:9]1[CH:17]=[CH:16][CH:15]=[CH:14][C:10]=1[C:11](O)=[O:12])[C:2]1[CH:7]=[CH:6][CH:5]=[CH:4][CH:3]=1.[H-].[H-].[H-].[H-].[Li+].[Al+3].CO.Cl. (5) Given the product [F:8][C:9]1[C:14]([CH2:15][CH2:16][NH2:17])=[C:13]([I:25])[CH:12]=[CH:11][N:10]=1, predict the reactants needed to synthesize it. The reactants are: C(O)(C(F)(F)F)=O.[F:8][C:9]1[C:14]([CH2:15][CH2:16][NH:17]C(=O)OC(C)(C)C)=[C:13]([I:25])[CH:12]=[CH:11][N:10]=1.C([O-])(O)=O.[Na+]. (6) The reactants are: F[P-](F)(F)(F)(F)F.CN(C)C(ON1C2C=CC=CC=2N=N1)=[N+](C)C.[CH3:25][C@@H:26]([CH2:30][N:31]1[CH2:36][CH2:35][N:34]([C:37]2[CH:42]=[CH:41][C:40]([C:43]([F:46])([F:45])[F:44])=[CH:39][CH:38]=2)[CH2:33][CH2:32]1)[C:27]([OH:29])=O.[N+:47]([C:50]1[CH:55]=[CH:54][C:53]([NH:56][CH:57]2[CH2:62][CH2:61][NH:60][CH2:59][CH2:58]2)=[CH:52][C:51]=1[C:63]([F:66])([F:65])[F:64])([O-:49])=[O:48].C(N(C(C)C)CC)(C)C. Given the product [CH3:25][C@@H:26]([CH2:30][N:31]1[CH2:32][CH2:33][N:34]([C:37]2[CH:38]=[CH:39][C:40]([C:43]([F:46])([F:45])[F:44])=[CH:41][CH:42]=2)[CH2:35][CH2:36]1)[C:27]([N:60]1[CH2:61][CH2:62][CH:57]([NH:56][C:53]2[CH:54]=[CH:55][C:50]([N+:47]([O-:49])=[O:48])=[C:51]([C:63]([F:64])([F:65])[F:66])[CH:52]=2)[CH2:58][CH2:59]1)=[O:29], predict the reactants needed to synthesize it. (7) Given the product [NH:3]1[CH:4]=[C:5]([C:6]2[CH:11]=[CH:10][CH:9]=[CH:8][C:7]=2[CH2:12][NH:13][C:20](=[O:22])[CH3:21])[N:1]=[CH:2]1, predict the reactants needed to synthesize it. The reactants are: [NH:1]1[C:5]([C:6]2[CH:11]=[CH:10][CH:9]=[CH:8][C:7]=2[CH2:12][NH2:13])=[CH:4][N:3]=[CH:2]1.N1C=CC=CC=1.[C:20](Cl)(=[O:22])[CH3:21]. (8) Given the product [CH3:1][O:2][C:3]1[CH:36]=[C:35]([O:37][CH3:38])[CH:34]=[CH:33][C:4]=1[CH2:5][N:6]1[CH2:24][C:25]([C:27]2[CH:32]=[CH:31][CH:30]=[CH:29][CH:28]=2)=[CH:26][CH2:10][C@@H:9]([NH:13][C:14](=[O:23])[O:15][CH2:16][C:17]2[CH:18]=[CH:19][CH:20]=[CH:21][CH:22]=2)[C:7]1=[O:8], predict the reactants needed to synthesize it. The reactants are: [CH3:1][O:2][C:3]1[CH:36]=[C:35]([O:37][CH3:38])[CH:34]=[CH:33][C:4]=1[CH2:5][N:6]([CH2:24][C:25]([C:27]1[CH:32]=[CH:31][CH:30]=[CH:29][CH:28]=1)=[CH2:26])[C:7]([C@H:9]([NH:13][C:14](=[O:23])[O:15][CH2:16][C:17]1[CH:22]=[CH:21][CH:20]=[CH:19][CH:18]=1)[CH2:10]C=C)=[O:8]. (9) Given the product [CH3:28][C:6]([C:7]1[C@@:12]2([CH3:27])[CH2:13][CH2:14][C@@H:15]3[C@@:20]4([CH3:26])[CH2:21][CH2:22][C@H:33]([OH:36])[CH2:24][C:19]4=[CH:18][CH2:17][C@H:16]3[C@@H:11]2[CH2:10][CH:8]=1)=[O:31], predict the reactants needed to synthesize it. The reactants are: C[C@H]1CO[C@@]2(O[C@H:8]3[CH2:10][C@H:11]4[C@@H:16]5[CH2:17][CH:18]=[C:19]6[CH2:24][C@@H](O)[CH2:22][CH2:21][C@:20]6([CH3:26])[C@H:15]5[CH2:14][CH2:13][C@:12]4([CH3:27])[C@H:7]3[C@@H:6]2[CH3:28])CC1.[OH:31]O.[C:33]([O-:36])(O)=O.[Na+].